This data is from Forward reaction prediction with 1.9M reactions from USPTO patents (1976-2016). The task is: Predict the product of the given reaction. (1) The product is: [Br:1][C:2]1[CH:7]=[CH:6][C:5]([SH:8])=[CH:4][C:3]=1[F:12]. Given the reactants [Br:1][C:2]1[CH:7]=[CH:6][C:5]([S:8](Cl)(=O)=O)=[CH:4][C:3]=1[F:12].C1(P(C2C=CC=CC=2)C2C=CC=CC=2)C=CC=CC=1.Cl, predict the reaction product. (2) The product is: [NH2:39][C:38]1[CH:37]=[C:36]([C:2]2[CH:3]=[CH:4][CH:5]=[C:6]3[C:11]=2[N:10]=[C:9]([NH:12][C:13]2[CH:18]=[CH:17][C:16]([N:19]4[CH2:24][CH2:23][N:22]([CH3:25])[CH2:21][CH2:20]4)=[CH:15][C:14]=2[O:26][CH3:27])[N:8]=[CH:7]3)[CH:42]=[CH:41][CH:40]=1. Given the reactants Br[C:2]1[CH:3]=[CH:4][CH:5]=[C:6]2[C:11]=1[N:10]=[C:9]([NH:12][C:13]1[CH:18]=[CH:17][C:16]([N:19]3[CH2:24][CH2:23][N:22]([CH3:25])[CH2:21][CH2:20]3)=[CH:15][C:14]=1[O:26][CH3:27])[N:8]=[CH:7]2.CC1(C)C(C)(C)OB([C:36]2[CH:37]=[C:38]([CH:40]=[CH:41][CH:42]=2)[NH2:39])O1.C([O-])([O-])=O.[Na+].[Na+], predict the reaction product. (3) Given the reactants CN.CO.Br[CH2:6][CH2:7][CH2:8][NH:9][C:10](=[O:20])[C:11]1[CH:16]=[CH:15][C:14]([N+:17]([O-:19])=[O:18])=[CH:13][CH:12]=1.[CH2:21]([N:23](CC)CC)C.[C:28](O[C:28]([O:30][C:31]([CH3:34])([CH3:33])[CH3:32])=[O:29])([O:30][C:31]([CH3:34])([CH3:33])[CH3:32])=[O:29], predict the reaction product. The product is: [CH3:21][N:23]([CH2:6][CH2:7][CH2:8][NH:9][C:10](=[O:20])[C:11]1[CH:16]=[CH:15][C:14]([N+:17]([O-:19])=[O:18])=[CH:13][CH:12]=1)[C:28](=[O:29])[O:30][C:31]([CH3:34])([CH3:33])[CH3:32].